This data is from Forward reaction prediction with 1.9M reactions from USPTO patents (1976-2016). The task is: Predict the product of the given reaction. Given the reactants Cl.[CH:2]1[C:11]2[C:6](=[CH:7][CH:8]=[CH:9][CH:10]=2)[CH:5]=[CH:4][C:3]=1[CH2:12][N:13]1[C:21]2[C:20](=[O:22])[NH:19][C:18]([NH2:23])=[N:17][C:16]=2[N:15]=[CH:14]1.[C:24]1([C:32]2[CH:37]=[CH:36][CH:35]=[CH:34][CH:33]=2)[CH:29]=[CH:28][C:27]([CH2:30]Cl)=[CH:26][CH:25]=1, predict the reaction product. The product is: [NH2:23][C:18]1[N:17]([CH2:30][C:27]2[CH:28]=[CH:29][C:24]([C:32]3[CH:33]=[CH:34][CH:35]=[CH:36][CH:37]=3)=[CH:25][CH:26]=2)[C:16]2[N:15]=[CH:14][N:13]([CH2:12][C:3]3[CH:4]=[CH:5][C:6]4[C:11](=[CH:10][CH:9]=[CH:8][CH:7]=4)[CH:2]=3)[C:21]=2[C:20](=[O:22])[N:19]=1.